Dataset: Full USPTO retrosynthesis dataset with 1.9M reactions from patents (1976-2016). Task: Predict the reactants needed to synthesize the given product. (1) Given the product [F:32][C:27]1[CH:26]=[C:25]([C:20](=[O:36])[C:21]([F:24])([F:23])[F:22])[CH:30]=[C:29]([F:31])[CH:28]=1, predict the reactants needed to synthesize it. The reactants are: N([C@H]([C@H:20]([C:25]1[CH:30]=[C:29]([F:31])[CH:28]=[C:27]([F:32])[CH:26]=1)[C:21]([F:24])([F:23])[F:22])C(N1[C@@H](CC2C=CC=CC=2)COC1=O)=O)=[N+]=[N-].FC(F)(F)C(N1CCOCC1)=[O:36].BrC1C=C(F)C=C(F)C=1. (2) Given the product [CH2:1]([C:5]1[O:6][C:7]2[CH:23]=[CH:22][CH:21]=[CH:20][C:8]=2[C:9]=1[CH2:10][CH2:11][C:12]1[CH:13]=[CH:14][C:15]([OH:18])=[CH:16][CH:17]=1)[CH2:2][CH2:3][CH3:4], predict the reactants needed to synthesize it. The reactants are: [CH2:1]([C:5]1[O:6][C:7]2[CH:23]=[CH:22][CH:21]=[CH:20][C:8]=2[C:9]=1[CH2:10][CH2:11][C:12]1[CH:17]=[CH:16][C:15]([O:18]C)=[CH:14][CH:13]=1)[CH2:2][CH2:3][CH3:4].B(Br)(Br)Br.C(Cl)Cl. (3) Given the product [OH:11][C:5]1([CH2:4][CH:3]([NH:12][S:13]([C:16]2[CH:22]=[CH:21][C:19]([CH3:20])=[CH:18][CH:17]=2)(=[O:15])=[O:14])[CH2:2][NH:1][C:34](=[O:35])[O:33][C:30]([CH3:32])([CH3:31])[CH3:29])[CH2:10][CH2:9][CH2:8][CH2:7][CH2:6]1, predict the reactants needed to synthesize it. The reactants are: [NH2:1][CH2:2][CH:3]([NH:12][S:13]([C:16]1[CH:22]=[CH:21][C:19]([CH3:20])=[CH:18][CH:17]=1)(=[O:15])=[O:14])[CH2:4][C:5]1([OH:11])[CH2:10][CH2:9][CH2:8][CH2:7][CH2:6]1.C([O-])([O-])=O.[K+].[K+].[CH3:29][C:30]([O:33][C:34](O[C:34]([O:33][C:30]([CH3:32])([CH3:31])[CH3:29])=[O:35])=[O:35])([CH3:32])[CH3:31]. (4) Given the product [F:1][C:2]1[CH:7]=[CH:6][C:5]([C@:8]2([CH2:29][CH2:30][C:31]([OH:35])=[O:32])[O:13][C:12](=[O:14])[N:11]([C@H:15]([C:17]3[CH:22]=[CH:21][C:20]([O:23][CH2:24][C:25]([F:27])([F:26])[F:28])=[CH:19][CH:18]=3)[CH3:16])[CH2:10][CH2:9]2)=[CH:4][CH:3]=1, predict the reactants needed to synthesize it. The reactants are: [F:1][C:2]1[CH:7]=[CH:6][C:5]([C@:8]2([CH2:29][CH2:30][CH2:31][OH:32])[O:13][C:12](=[O:14])[N:11]([C@H:15]([C:17]3[CH:22]=[CH:21][C:20]([O:23][CH2:24][C:25]([F:28])([F:27])[F:26])=[CH:19][CH:18]=3)[CH3:16])[CH2:10][CH2:9]2)=[CH:4][CH:3]=1.CC(C)=[O:35].OS(O)(=O)=O.O=[Cr](=O)=O. (5) Given the product [ClH:1].[CH:56]1([N:53]2[CH2:52][CH2:51][C:50]([S:59]([C:62]3[CH:63]=[CH:64][C:65]([C:68]4[CH:73]=[CH:72][C:71]([CH2:74][CH2:75][C:76]([F:82])([F:81])[C:77]([F:78])([F:79])[F:80])=[CH:70][CH:69]=4)=[CH:66][CH:67]=3)(=[O:61])=[O:60])([C:48]([NH:47][OH:46])=[O:49])[CH2:55][CH2:54]2)[CH2:57][CH2:58]1, predict the reactants needed to synthesize it. The reactants are: [ClH:1].ONC(C1(S(C2C=CC(C3C=CC(CCC(F)(F)C(F)(F)F)=CC=3)=CC=2)(=O)=O)CCN(CCOC)CC1)=O.O1CCCCC1[O:46][NH:47][C:48]([C:50]1([S:59]([C:62]2[CH:67]=[CH:66][C:65]([C:68]3[CH:73]=[CH:72][C:71]([CH2:74][CH2:75][C:76]([F:82])([F:81])[C:77]([F:80])([F:79])[F:78])=[CH:70][CH:69]=3)=[CH:64][CH:63]=2)(=[O:61])=[O:60])[CH2:55][CH2:54][N:53]([CH:56]2[CH2:58][CH2:57]2)[CH2:52][CH2:51]1)=[O:49].C(O)C.Cl. (6) Given the product [CH3:23][S:24][C:26]([S:12][CH3:11])=[C:5]1[C:6](=[O:8])[O:7][C:2]([CH3:10])([CH3:1])[O:3][C:4]1=[O:9], predict the reactants needed to synthesize it. The reactants are: [CH3:1][C:2]1([CH3:10])[O:7][C:6](=[O:8])[CH2:5][C:4](=[O:9])[O:3]1.[C:11](=S)=[S:12].C(N(CC)CC)C.IC.[CH3:23][S:24]([CH3:26])=O. (7) Given the product [F:15][C:12]([F:13])([F:14])[S:9]([O:1][C:44]1[CH:45]=[CH:46][C:41]([N:36]([C:34]2[C:33]([CH:49]3[CH2:51][CH2:50]3)=[CH:32][C:26]3[C:27]([C:28](=[O:29])[NH:30][CH3:31])=[C:23]([C:20]4[CH:19]=[CH:18][C:17]([Cl:16])=[CH:22][CH:21]=4)[O:24][C:25]=3[CH:35]=2)[S:37]([CH3:40])(=[O:38])=[O:39])=[CH:42][C:43]=1[F:48])(=[O:10])=[O:11], predict the reactants needed to synthesize it. The reactants are: [O:1]([S:9]([C:12]([F:15])([F:14])[F:13])(=[O:11])=[O:10])S(C(F)(F)F)(=O)=O.[Cl:16][C:17]1[CH:22]=[CH:21][C:20]([C:23]2[O:24][C:25]3[CH:35]=[C:34]([N:36]([C:41]4[CH:46]=[CH:45][C:44](O)=[C:43]([F:48])[CH:42]=4)[S:37]([CH3:40])(=[O:39])=[O:38])[C:33]([CH:49]4[CH2:51][CH2:50]4)=[CH:32][C:26]=3[C:27]=2[C:28]([NH:30][CH3:31])=[O:29])=[CH:19][CH:18]=1.N1C=CC=CC=1.O. (8) Given the product [C:42]([NH:46][C:17]1[N:16]2[N:15]=[C:14]([C:24]3[CH:29]=[CH:28][C:27]([F:30])=[CH:26][CH:25]=3)[C:13]([C:11]3[CH:10]=[CH:9][N:8]=[C:7]([NH:6][CH:1]4[CH2:2][CH2:3][CH2:4][CH2:5]4)[N:12]=3)=[C:21]2[CH:20]=[CH:19][N:18]=1)([CH3:45])([CH3:44])[CH3:43], predict the reactants needed to synthesize it. The reactants are: [CH:1]1([NH:6][C:7]2[N:12]=[C:11]([C:13]3[C:14]([C:24]4[CH:29]=[CH:28][C:27]([F:30])=[CH:26][CH:25]=4)=[N:15][N:16]4[C:21]=3[CH:20]=[CH:19][N:18]=[C:17]4SC)[CH:10]=[CH:9][N:8]=2)[CH2:5][CH2:4][CH2:3][CH2:2]1.ClC1C=C(C=CC=1)C(OO)=O.[C:42]([NH2:46])([CH3:45])([CH3:44])[CH3:43].